Dataset: Full USPTO retrosynthesis dataset with 1.9M reactions from patents (1976-2016). Task: Predict the reactants needed to synthesize the given product. (1) Given the product [CH2:28]([O:27][C:10]1[C:9]([OH:8])=[CH:14][CH:13]=[C:12]([CH2:15][O:16][Si:17]([CH:21]([CH3:22])[CH3:23])([CH:18]([CH3:20])[CH3:19])[CH:24]([CH3:25])[CH3:26])[N:11]=1)[CH3:29], predict the reactants needed to synthesize it. The reactants are: C([O:8][C:9]1[C:10]([O:27][CH2:28][CH3:29])=[N:11][C:12]([CH2:15][O:16][Si:17]([CH:24]([CH3:26])[CH3:25])([CH:21]([CH3:23])[CH3:22])[CH:18]([CH3:20])[CH3:19])=[CH:13][CH:14]=1)C1C=CC=CC=1.[H][H]. (2) Given the product [CH3:16][O:15][C:13](=[CH:12][C:11](=[CH:10][O:9][CH3:8])[O:17][Si:18]([CH3:21])([CH3:20])[CH3:19])[O:14][Si:23]([CH3:25])([CH3:24])[CH3:22], predict the reactants needed to synthesize it. The reactants are: C(NC(C)C)(C)C.[CH3:8][O:9][CH2:10][C:11]([O:17][Si:18]([CH3:21])([CH3:20])[CH3:19])=[CH:12][C:13]([O:15][CH3:16])=[O:14].[CH3:22][Si:23](Cl)([CH3:25])[CH3:24]. (3) Given the product [Br:1][C:2]1[CH:3]=[C:4]2[C:9](=[CH:10][CH:11]=1)[C:8](=[O:12])[N:7]([CH2:14][CH2:15][CH2:16][CH2:17][CH2:18][CH3:19])[CH2:6][CH2:5]2, predict the reactants needed to synthesize it. The reactants are: [Br:1][C:2]1[CH:3]=[C:4]2[C:9](=[CH:10][CH:11]=1)[C:8](=[O:12])[NH:7][CH2:6][CH2:5]2.I[CH2:14][CH2:15][CH2:16][CH2:17][CH2:18][CH3:19].[H-].[Na+].CN(C=O)C. (4) Given the product [S:7]([C:8]1[CH:13]=[C:12]([C:14]([CH3:16])([CH3:15])[CH3:17])[CH:11]=[CH:10][C:9]=1[CH3:18])[C@@H:6]1[O:19][C@H:20]([CH2:31][OH:32])[C@@H:21]([OH:27])[C@H:22]([OH:23])[C@H:5]1[OH:4], predict the reactants needed to synthesize it. The reactants are: C([O:4][C@@H:5]1[C@@H:22]([O:23]C(=O)C)[C@H:21]([O:27]C(=O)C)[C@@H:20]([CH2:31][O:32]C(=O)C)[O:19][C@H:6]1[S:7][C:8]1[CH:13]=[C:12]([C:14]([CH3:17])([CH3:16])[CH3:15])[CH:11]=[CH:10][C:9]=1[CH3:18])(=O)C.C[O-].[Na+]. (5) Given the product [CH3:18][O:17][C:15]([C:4]1[CH:3]=[C:2]([OH:1])[C:11]2[C:6](=[C:7]([NH2:12])[CH:8]=[CH:9][CH:10]=2)[N:5]=1)=[O:16], predict the reactants needed to synthesize it. The reactants are: [OH:1][C:2]1[C:11]2[C:6](=[C:7]([N+:12]([O-])=O)[CH:8]=[CH:9][CH:10]=2)[N:5]=[C:4]([C:15]([O:17][CH3:18])=[O:16])[CH:3]=1.CCOC(C)=O. (6) Given the product [Cl:1][C:2]1[C:10]([C:11]([F:14])([F:13])[F:12])=[C:9]([F:15])[CH:8]=[CH:7][C:3]=1[C:4]([NH2:16])=[O:5], predict the reactants needed to synthesize it. The reactants are: [Cl:1][C:2]1[C:10]([C:11]([F:14])([F:13])[F:12])=[C:9]([F:15])[CH:8]=[CH:7][C:3]=1[C:4](O)=[O:5].[N:16]1([O-])C2C=CC=CC=2N=N1.[NH4+].Cl.CN(C)CCCN=C=NCC.C(N1CCOCC1)C.C(=O)([O-])O.[Na+].